From a dataset of CYP2D6 inhibition data for predicting drug metabolism from PubChem BioAssay. Regression/Classification. Given a drug SMILES string, predict its absorption, distribution, metabolism, or excretion properties. Task type varies by dataset: regression for continuous measurements (e.g., permeability, clearance, half-life) or binary classification for categorical outcomes (e.g., BBB penetration, CYP inhibition). Dataset: cyp2d6_veith. (1) The compound is CCOC(=O)C1=NOC(CNC(=O)C2=NOC(CNC(=O)c3c(-c4ccccc4Cl)noc3C)C2)C1. The result is 0 (non-inhibitor). (2) The drug is CCCCOC(=O)c1cc2c(cn1)[nH]c1ccccc12. The result is 0 (non-inhibitor).